Dataset: Reaction yield outcomes from USPTO patents with 853,638 reactions. Task: Predict the reaction yield, written as a fraction of the theoretical maximum amount of product (1.0 means a 100% yield; for example, 0.34 means a 34% yield). (1) The reactants are [Br:1][C:2]1[CH:14]=[C:13]2[C:5]([C:6]3[C:7](=[O:22])[C:8]4[CH:20]=[C:19]([OH:21])[CH:18]=[CH:17][C:9]=4[C:10]([CH3:16])([CH3:15])[C:11]=3[NH:12]2)=[CH:4][CH:3]=1.C1(P(C2C=CC=CC=2)C2C=CC=CC=2)C=CC=CC=1.[CH3:42][C:43]1([CH3:50])[O:47][C@@H:46]([CH2:48]O)[CH2:45][O:44]1.C(OC(N=NC(OC(C)C)=O)=O)(C)C. The catalyst is C(OCC)(=O)C.C1COCC1. The product is [Br:1][C:2]1[CH:14]=[C:13]2[C:5]([C:6]3[C:7](=[O:22])[C:8]4[CH:20]=[C:19]([O:21][CH2:48][C@H:46]5[CH2:45][O:44][C:43]([CH3:50])([CH3:42])[O:47]5)[CH:18]=[CH:17][C:9]=4[C:10]([CH3:16])([CH3:15])[C:11]=3[NH:12]2)=[CH:4][CH:3]=1. The yield is 0.510. (2) The reactants are Br[C:2]1[CH:3]=[C:4]([Cl:11])[C:5]2[O:9][CH2:8][O:7][C:6]=2[CH:10]=1.[Li]CCCC.[B:17](OC)([O:20]C)[O:18]C.Cl. The catalyst is C1COCC1. The product is [Cl:11][C:4]1[C:5]2[O:9][CH2:8][O:7][C:6]=2[CH:10]=[C:2]([B:17]([OH:20])[OH:18])[CH:3]=1. The yield is 0.250. (3) The reactants are [O:1]=[C:2]1[CH2:6][CH2:5][CH2:4][N:3]1[CH2:7][CH2:8][CH2:9][NH:10][C:11]([C:13]1[CH:14]=[CH:15][C:16]([N:28]2[CH2:33][CH2:32][N:31]([C:34]3[CH:39]=[CH:38][CH:37]=[CH:36][C:35]=3[CH3:40])[CH2:30][CH2:29]2)=[C:17]([NH:19][C:20]([C:22]2[O:23][C:24](Br)=[CH:25][CH:26]=2)=[O:21])[CH:18]=1)=[O:12].C([O-])([O-])=O.[K+].[K+].OO.O.[CH3:50][C:51](N(C)C)=O. The catalyst is CS(C)=O.[C-]#N.[C-]#N.[Zn+2].[Zn].CC(P(C(C)(C)C)C(C)(C)C)(C)C.CC(P(C(C)(C)C)C(C)(C)C)(C)C.[Pd]. The product is [O:1]=[C:2]1[CH2:6][CH2:5][CH2:4][N:3]1[CH2:7][CH2:8][CH2:9][NH:10][C:11]([C:13]1[CH:14]=[CH:15][C:16]([N:28]2[CH2:33][CH2:32][N:31]([C:34]3[CH:39]=[CH:38][CH:37]=[CH:36][C:35]=3[CH3:40])[CH2:30][CH2:29]2)=[C:17]([NH:19][C:20]([C:22]2[O:23][C:24]([C:50]#[CH:51])=[CH:25][CH:26]=2)=[O:21])[CH:18]=1)=[O:12]. The yield is 0.470. (4) The reactants are [F:1][C:2]1[CH:7]=[CH:6][CH:5]=[C:4]([F:8])[C:3]=1[OH:9].[CH2:10]1N2CN3CN(C2)CN1C3.Cl.[OH-:21].[Na+]. The catalyst is FC(F)(F)C(O)=O. The product is [F:1][C:2]1[CH:7]=[C:6]([CH:5]=[C:4]([F:8])[C:3]=1[OH:9])[CH:10]=[O:21]. The yield is 0.990. (5) The catalyst is O. The product is [CH2:1]([N:3]1[CH:7]=[C:6](/[CH:8]=[CH:33]/[P:42](=[O:49])([O:43][CH2:44][CH3:45])[O:46][CH2:47][CH3:48])[C:5]([O:10][CH2:11][C:12]2[CH:17]=[CH:16][C:15]([O:18][CH2:19][C:20]3[N:21]=[C:22]([C:26]4[O:27][CH:28]=[CH:29][CH:30]=4)[O:23][C:24]=3[CH3:25])=[C:14]([O:31][CH3:32])[CH:13]=2)=[N:4]1)[CH3:2]. The yield is 0.650. The reactants are [CH2:1]([N:3]1[CH:7]=[C:6]([CH:8]=O)[C:5]([O:10][CH2:11][C:12]2[CH:17]=[CH:16][C:15]([O:18][CH2:19][C:20]3[N:21]=[C:22]([C:26]4[O:27][CH:28]=[CH:29][CH:30]=4)[O:23][C:24]=3[CH3:25])=[C:14]([O:31][CH3:32])[CH:13]=2)=[N:4]1)[CH3:2].[CH2:33]([P:42](=[O:49])([O:46][CH2:47][CH3:48])[O:43][CH2:44][CH3:45])P(=O)(OCC)OCC.CN(C)C=O.[H-].[Na+]. (6) The reactants are [CH2:1]([O:8][C:9]([N:11]1[CH2:16][CH2:15][CH:14]([N:17]2[C:21]([NH2:22])=[CH:20][C:19]([C:23]([CH3:26])([CH3:25])[CH3:24])=[N:18]2)[CH2:13][CH2:12]1)=[O:10])[C:2]1[CH:7]=[CH:6][CH:5]=[CH:4][CH:3]=1.[OH-].[Na+].Cl[C:30]([O:32][CH2:33][C:34]([Cl:37])([Cl:36])[Cl:35])=[O:31]. The catalyst is CCOC(C)=O.C1CCCCC1. The product is [CH2:1]([O:8][C:9]([N:11]1[CH2:12][CH2:13][CH:14]([N:17]2[C:21]([NH:22][C:30]([O:32][CH2:33][C:34]([Cl:37])([Cl:36])[Cl:35])=[O:31])=[CH:20][C:19]([C:23]([CH3:26])([CH3:25])[CH3:24])=[N:18]2)[CH2:15][CH2:16]1)=[O:10])[C:2]1[CH:7]=[CH:6][CH:5]=[CH:4][CH:3]=1. The yield is 0.410.